Dataset: Full USPTO retrosynthesis dataset with 1.9M reactions from patents (1976-2016). Task: Predict the reactants needed to synthesize the given product. The reactants are: [ClH:1].[NH2:2][CH2:3][C:4]1[N:5]([CH2:28][CH:29]([CH3:31])[CH3:30])[C:6](=[O:27])[C:7]2[C:12]([C:13]=1[C:14]1[CH:19]=[CH:18][CH:17]=[CH:16][CH:15]=1)=[CH:11][C:10]([CH2:20][NH:21][C:22](=[O:26])[O:23]CC)=[CH:9][CH:8]=2.[C:32](OC(NCC1N(CC(C)C)C(=O)C2C(C=1C1C=CC=CC=1)=CC(CNC(=O)OCC)=CC=2)=O)(C)(C)[CH3:33]. Given the product [ClH:1].[CH2:32]([N:21]([CH2:20][C:10]1[CH:11]=[C:12]2[C:7](=[CH:8][CH:9]=1)[C:6](=[O:27])[N:5]([CH2:28][CH:29]([CH3:31])[CH3:30])[C:4]([CH2:3][NH2:2])=[C:13]2[C:14]1[CH:19]=[CH:18][CH:17]=[CH:16][CH:15]=1)[C:22](=[O:26])[OH:23])[CH3:33], predict the reactants needed to synthesize it.